From a dataset of Reaction yield outcomes from USPTO patents with 853,638 reactions. Predict the reaction yield, written as a fraction of the theoretical maximum amount of product (1.0 means a 100% yield; for example, 0.34 means a 34% yield). (1) The reactants are Br[CH2:2][CH:3]=[CH:4][C:5]([OH:7])=[O:6].[CH3:8][NH:9][CH3:10].C(Cl)CCl. The catalyst is C1COCC1.CN(C=O)C. The product is [CH3:8][N:9]([CH3:10])[CH2:2][CH:3]=[CH:4][C:5]([OH:7])=[O:6]. The yield is 0.400. (2) The reactants are [NH2:1][C:2](=O)[C:3]([CH3:45])([O:5][C:6]1[CH:7]=[C:8]([C@@:13]([NH:32][C:33](=[O:44])[C:34]2[CH:39]=[CH:38][CH:37]=[C:36]([C:40]([F:43])([F:42])[F:41])[CH:35]=2)([C:21]2[CH:26]=[C:25]([C:27]([F:30])([F:29])[F:28])[CH:24]=[C:23]([F:31])[CH:22]=2)[CH2:14][C:15]2[CH:20]=[CH:19][CH:18]=[CH:17][CH:16]=2)[CH:9]=[CH:10][C:11]=1[F:12])[CH3:4]. The catalyst is CN(C=O)C.S(Cl)(Cl)=O.O.CCOC(C)=O. The product is [C:2]([C:3]([O:5][C:6]1[CH:7]=[C:8]([C@@:13]([NH:32][C:33](=[O:44])[C:34]2[CH:39]=[CH:38][CH:37]=[C:36]([C:40]([F:42])([F:43])[F:41])[CH:35]=2)([C:21]2[CH:26]=[C:25]([C:27]([F:29])([F:30])[F:28])[CH:24]=[C:23]([F:31])[CH:22]=2)[CH2:14][C:15]2[CH:20]=[CH:19][CH:18]=[CH:17][CH:16]=2)[CH:9]=[CH:10][C:11]=1[F:12])([CH3:45])[CH3:4])#[N:1]. The yield is 0.550. (3) The reactants are [CH3:1][N:2]([S:15]([C:18]1[S:19][CH:20]=[CH:21][CH:22]=1)(=[O:17])=[O:16])[C:3]1[CH:4]=[CH:5][CH:6]=[C:7]2[C:11]=1[NH:10][C:9]([C:12](O)=[O:13])=[CH:8]2.N1(O)C2C=CC=CC=2N=N1.Cl.CN(C)CCCN=C=NCC.[NH:45]([C:47](=[O:53])[C:48]([O:50][CH2:51][CH3:52])=[O:49])[NH2:46]. The yield is 0.630. The catalyst is O.CN(C)C=O. The product is [CH3:1][N:2]([S:15]([C:18]1[S:19][CH:20]=[CH:21][CH:22]=1)(=[O:16])=[O:17])[C:3]1[CH:4]=[CH:5][CH:6]=[C:7]2[C:11]=1[NH:10][C:9]([C:12]([NH:46][NH:45][C:47](=[O:53])[C:48]([O:50][CH2:51][CH3:52])=[O:49])=[O:13])=[CH:8]2. (4) The reactants are [NH2:1]CC(N[C@@H]1CCN(C2CCN(C3C=CC(OC)=CC=3)CC2)C1)=O.C(N(CC)CC)C.Cl[C:33]1[CH:34]=[C:35]([CH:39]=[CH:40][C:41]=1Cl)[C:36](Cl)=[O:37].C([O-])(O)=O.[Na+]. The catalyst is C(Cl)Cl. The product is [C:36]([NH2:1])(=[O:37])[C:35]1[CH:39]=[CH:40][CH:41]=[CH:33][CH:34]=1. The yield is 0.850. (5) The reactants are C[Si]([N-][Si](C)(C)C)(C)C.[Li+].F[C:12]1[C:13]([C:18]2[NH:27][C:26](=[O:28])[C:25]3[C:20](=[CH:21][C:22]([O:31][CH3:32])=[CH:23][C:24]=3[O:29][CH3:30])[N:19]=2)=[N:14][CH:15]=[CH:16][CH:17]=1.[CH:33]([N:36]1[CH2:41][CH2:40][CH:39]([NH2:42])[CH2:38][CH2:37]1)([CH3:35])[CH3:34]. The catalyst is C1COCC1.[NH4+].[Cl-]. The product is [CH:33]([N:36]1[CH2:41][CH2:40][CH:39]([NH:42][C:12]2[C:13]([C:18]3[NH:27][C:26](=[O:28])[C:25]4[C:20](=[CH:21][C:22]([O:31][CH3:32])=[CH:23][C:24]=4[O:29][CH3:30])[N:19]=3)=[N:14][CH:15]=[CH:16][CH:17]=2)[CH2:38][CH2:37]1)([CH3:35])[CH3:34]. The yield is 0.320. (6) The reactants are [CH3:1][C:2]1[CH:3]=[C:4]([N+:11]([O-])=O)[C:5]([O:9][CH3:10])=[N:6][C:7]=1[CH3:8]. The catalyst is O1CCCC1.[Pd].CO. The product is [NH2:11][C:4]1[C:5]([O:9][CH3:10])=[N:6][C:7]([CH3:8])=[C:2]([CH3:1])[CH:3]=1. The yield is 0.979. (7) The yield is 0.600. The product is [CH2:1]([C@H:3]1[C@@H:7]([C:8]2[N:12]3[C:13]4[CH:19]=[CH:18][NH:17][C:14]=4[N:15]=[CH:16][C:11]3=[N:10][N:9]=2)[CH2:6][C@@H:5]([NH:30][C:31]2[S:32][C:33]([C:36]#[N:37])=[CH:34][N:35]=2)[CH2:4]1)[CH3:2]. The catalyst is CC(O)=O. The reactants are [CH2:1]([C@H:3]1[C@@H:7]([C:8]2[N:12]3[C:13]4[CH:19]=[CH:18][N:17](S(C5C=CC(C)=CC=5)(=O)=O)[C:14]=4[N:15]=[CH:16][C:11]3=[N:10][N:9]=2)[CH2:6][C@@H:5]([NH:30][C:31]2[S:32][C:33]([C:36]#[N:37])=[CH:34][N:35]=2)[CH2:4]1)[CH3:2].O1CCOCC1.CCO.C([O-])([O-])=O.[Na+].[Na+].